Dataset: Catalyst prediction with 721,799 reactions and 888 catalyst types from USPTO. Task: Predict which catalyst facilitates the given reaction. (1) Reactant: [Cl:1][C:2]1[CH:7]=[CH:6][CH:5]=[CH:4][C:3]=1[CH:8]([N:13]1[CH:17]=[C:16]([CH2:18][N:19]2[C:23](=[O:24])[N:22]([CH2:25][C@H:26]([OH:31])[C:27]([F:30])([F:29])[F:28])[C:21]([C:32]3[CH:37]=[CH:36][C:35]([Cl:38])=[CH:34][CH:33]=3)=[N:20]2)[N:15]=[N:14]1)[C:9]([O:11]C)=[O:10].[OH-].[Li+]. Product: [Cl:1][C:2]1[CH:7]=[CH:6][CH:5]=[CH:4][C:3]=1[CH:8]([N:13]1[CH:17]=[C:16]([CH2:18][N:19]2[C:23](=[O:24])[N:22]([CH2:25][C@H:26]([OH:31])[C:27]([F:30])([F:29])[F:28])[C:21]([C:32]3[CH:33]=[CH:34][C:35]([Cl:38])=[CH:36][CH:37]=3)=[N:20]2)[N:15]=[N:14]1)[C:9]([OH:11])=[O:10]. The catalyst class is: 5. (2) Reactant: [CH3:1][C:2]([CH2:4][C:5]([NH2:8])([CH3:7])[CH3:6])=[O:3].C(O)(C(O)=O)=O.O=[CH:16][CH2:17][CH2:18][C:19]([O:21][CH3:22])=[O:20]. Product: [CH3:6][C:5]1([CH3:7])[NH:8][CH:16]([CH2:17][CH2:18][C:19]([O:21][CH3:22])=[O:20])[CH2:1][C:2](=[O:3])[CH2:4]1. The catalyst class is: 5. (3) Reactant: [OH-].[Li+].[F:3][CH2:4][C:5]1[N:6]([C:17]2[C:26]3[CH2:25][CH2:24][CH2:23][CH2:22][C:21]=3[C:20]([CH3:27])=[CH:19][CH:18]=2)[C:7]([S:10][CH2:11][C:12]([O:14]CC)=[O:13])=[N:8][N:9]=1. Product: [F:3][CH2:4][C:5]1[N:6]([C:17]2[C:26]3[CH2:25][CH2:24][CH2:23][CH2:22][C:21]=3[C:20]([CH3:27])=[CH:19][CH:18]=2)[C:7]([S:10][CH2:11][C:12]([OH:14])=[O:13])=[N:8][N:9]=1. The catalyst class is: 20. (4) Reactant: [NH2:1][CH2:2][C@@:3]1([CH2:14][C:15]([O:17]C(C)(C)C)=[O:16])[CH2:9][C@H:8]2[C@@H:4]1[CH:5]=[C:6]([CH:10]([CH2:12][CH3:13])[CH3:11])[CH2:7]2. Product: [NH2:1][CH2:2][C@@:3]1([CH2:14][C:15]([OH:17])=[O:16])[CH2:9][C@H:8]2[C@@H:4]1[CH:5]=[C:6]([CH:10]([CH2:12][CH3:13])[CH3:11])[CH2:7]2. The catalyst class is: 601. (5) Reactant: C(O[C:5]([CH3:9])([CH3:8])[C:6]#[CH:7])(=O)C.[N:10]1([C:16]([O:18]C(C)(C)C)=O)[CH2:15][CH2:14][NH:13][CH2:12][CH2:11]1.[OH-].[Na+].N. Product: [CH3:6][C:5]([CH3:9])([CH3:8])[C:16]([N:10]1[CH2:11][CH2:12][N:13]([C:5]([CH3:8])([CH3:9])[C:6]#[CH:7])[CH2:14][CH2:15]1)=[O:18]. The catalyst class is: 54.